This data is from Reaction yield outcomes from USPTO patents with 853,638 reactions. The task is: Predict the reaction yield, written as a fraction of the theoretical maximum amount of product (1.0 means a 100% yield; for example, 0.34 means a 34% yield). (1) The reactants are [CH2:1]([N:3]1[C:12]2[C:7](=[N:8][CH:9]=[C:10]([CH2:13][C:14]3[CH:19]=[CH:18][C:17]([F:20])=[CH:16][CH:15]=3)[CH:11]=2)[C:6]([OH:21])=[C:5]([C:22](OCC)=[O:23])[C:4]1=[O:27])[CH3:2].[NH2:28][C@@H:29]([CH3:32])[CH2:30][OH:31]. No catalyst specified. The product is [CH2:1]([N:3]1[C:12]2[C:7](=[N:8][CH:9]=[C:10]([CH2:13][C:14]3[CH:19]=[CH:18][C:17]([F:20])=[CH:16][CH:15]=3)[CH:11]=2)[C:6]([OH:21])=[C:5]([C:22]([NH:28][C@@H:29]([CH3:32])[CH2:30][OH:31])=[O:23])[C:4]1=[O:27])[CH3:2]. The yield is 0.510. (2) The reactants are [CH3:1][C:2]1[CH:8]=[C:7](O)[C:6]([CH3:10])=[CH:5][C:3]=1[NH2:4].[H-].[Na+].Cl[C:14]1[S:15][C:16]([Cl:23])=[C:17]([C:19]2([CH3:22])[CH2:21][CH2:20]2)[N:18]=1.CN(C)C=[O:27]. No catalyst specified. The product is [Cl:23][C:16]1[S:15][C:14]([O:27][NH:4][C:3]2[CH:5]=[C:6]([CH3:10])[CH:7]=[CH:8][C:2]=2[CH3:1])=[N:18][C:17]=1[C:19]1([CH3:22])[CH2:21][CH2:20]1. The yield is 0.670. (3) The reactants are [N+:1]([C:4]1[CH:5]=[N:6][N:7]([CH2:9][CH2:10][CH2:11][CH2:12]O)[CH:8]=1)([O-:3])=[O:2].O=S(Cl)[Cl:16]. No catalyst specified. The product is [Cl:16][CH2:12][CH2:11][CH2:10][CH2:9][N:7]1[CH:8]=[C:4]([N+:1]([O-:3])=[O:2])[CH:5]=[N:6]1. The yield is 0.547. (4) The reactants are [CH2:1]([C:3]1[C:12]([OH:13])=[CH:11][C:10]2[C:5](=[N:6][CH:7]=[CH:8][CH:9]=2)[N:4]=1)[CH3:2].Cl[C:15]1[C:24]2[C:19](=[CH:20][C:21]([O:27][CH3:28])=[C:22]([O:25][CH3:26])[CH:23]=2)[N:18]=[CH:17][CH:16]=1.O. The catalyst is CN(C)C1C=CN=CC=1.ClC1C=CC=CC=1Cl. The product is [CH3:26][O:25][C:22]1[CH:23]=[C:24]2[C:19](=[CH:20][C:21]=1[O:27][CH3:28])[N:18]=[CH:17][CH:16]=[C:15]2[O:13][C:12]1[C:3]([CH2:1][CH3:2])=[N:4][C:5]2[C:10]([CH:11]=1)=[CH:9][CH:8]=[CH:7][N:6]=2. The yield is 0.570. (5) The reactants are [C:1]([NH:5][S:6]([C:9]1[CH:10]=[C:11]([CH2:15][OH:16])[N:12]([CH3:14])[CH:13]=1)(=[O:8])=[O:7])([CH3:4])([CH3:3])[CH3:2]. The product is [C:1]([NH:5][S:6]([C:9]1[CH:10]=[C:11]([CH:15]=[O:16])[N:12]([CH3:14])[CH:13]=1)(=[O:8])=[O:7])([CH3:4])([CH3:2])[CH3:3]. The yield is 0.890. The catalyst is C1COCC1.O=[Mn]=O. (6) The reactants are [Cl:1][C:2]1[C:10]2[N:9]=[C:8]([NH:11][C:12]3[C:13]([CH3:20])=[N:14][C:15]([O:18][CH3:19])=[CH:16][CH:17]=3)[N:7]([CH2:21][CH2:22][CH2:23]O)[C:6]=2[C:5]([C:25]([O:27][CH3:28])=[O:26])=[CH:4][CH:3]=1.C(N(CC)CC)C.CS(Cl)(=O)=O.C(=O)([O-])[O-].[K+].[K+]. The catalyst is O1CCCC1.O. The product is [Cl:1][C:2]1[CH:3]=[CH:4][C:5]([C:25]([O:27][CH3:28])=[O:26])=[C:6]2[C:10]=1[N:9]=[C:8]1[N:11]([C:12]3[C:13]([CH3:20])=[N:14][C:15]([O:18][CH3:19])=[CH:16][CH:17]=3)[CH2:23][CH2:22][CH2:21][N:7]21. The yield is 0.900. (7) The yield is 0.989. The reactants are [CH3:1][O:2][C:3]1[CH:11]=[C:10]([C:12]([F:15])([F:14])[F:13])[CH:9]=[C:8]([O:16][CH3:17])[C:4]=1[C:5](O)=[O:6].S(Cl)([Cl:20])=O. The product is [CH3:1][O:2][C:3]1[CH:11]=[C:10]([C:12]([F:15])([F:14])[F:13])[CH:9]=[C:8]([O:16][CH3:17])[C:4]=1[C:5]([Cl:20])=[O:6]. The catalyst is C1(C)C=CC=CC=1.